Dataset: Reaction yield outcomes from USPTO patents with 853,638 reactions. Task: Predict the reaction yield, written as a fraction of the theoretical maximum amount of product (1.0 means a 100% yield; for example, 0.34 means a 34% yield). The reactants are CO.[CH2:3]([O:7][C:8]1[CH:13]=[CH:12][CH:11]=[CH:10][C:9]=1[CH2:14]O)[CH2:4][CH2:5][CH3:6].P(Br)(Br)[Br:17]. The catalyst is C(Cl)Cl. The product is [Br:17][CH2:14][C:9]1[CH:10]=[CH:11][CH:12]=[CH:13][C:8]=1[O:7][CH2:3][CH2:4][CH2:5][CH3:6]. The yield is 0.840.